This data is from Full USPTO retrosynthesis dataset with 1.9M reactions from patents (1976-2016). The task is: Predict the reactants needed to synthesize the given product. (1) Given the product [C:15]([C:12]1[N:13]=[CH:14][C:9]([NH:8][C:4]2[N:5]=[CH:6][N:7]=[C:2]([NH:19][CH2:20][CH:21]3[CH2:26][CH2:25][N:24]([C:27]([O:29][C:30]([CH3:33])([CH3:32])[CH3:31])=[O:28])[CH2:23][CH2:22]3)[CH:3]=2)=[N:10][C:11]=1[O:17][CH3:18])#[N:16], predict the reactants needed to synthesize it. The reactants are: Cl[C:2]1[N:7]=[CH:6][N:5]=[C:4]([NH:8][C:9]2[N:10]=[C:11]([O:17][CH3:18])[C:12]([C:15]#[N:16])=[N:13][CH:14]=2)[CH:3]=1.[NH2:19][CH2:20][CH:21]1[CH2:26][CH2:25][N:24]([C:27]([O:29][C:30]([CH3:33])([CH3:32])[CH3:31])=[O:28])[CH2:23][CH2:22]1.C(N(CC)CC)C. (2) Given the product [OH:6][C:5]1[CH:4]=[C:3]([C:2]([F:15])([F:14])[F:1])[CH:12]=[CH:13][N:20]=1, predict the reactants needed to synthesize it. The reactants are: [F:1][C:2]([F:15])([F:14])[CH:3]([CH2:12][CH3:13])[CH:4]=[C:5](OCC)[O:6]CC.C([O-])(=O)C.[NH4+:20].C(O)C.C(O)(=O)C. (3) The reactants are: [N:1]1([C:10]2[S:14][C:13]([C:15]([OH:17])=O)=[C:12]([N:18]([C:30]([O:32][CH2:33][C:34]3[CH:39]=[CH:38][CH:37]=[CH:36][CH:35]=3)=[O:31])[CH2:19][C:20]3[CH:25]=[CH:24][CH:23]=[CH:22][C:21]=3[C:26]([F:29])([F:28])[F:27])[CH:11]=2)[C:5]2[CH:6]=[CH:7][CH:8]=[CH:9][C:4]=2[N:3]=[CH:2]1.[Cl-].[NH4+].C[N:43]1CCOCC1.ON1C2C=CC=CC=2N=N1.Cl.CN(C)CCCN=C=NCC.Cl. Given the product [NH2:43][C:15]([C:13]1[S:14][C:10]([N:1]2[C:5]3[CH:6]=[CH:7][CH:8]=[CH:9][C:4]=3[N:3]=[CH:2]2)=[CH:11][C:12]=1[N:18]([CH2:19][C:20]1[CH:25]=[CH:24][CH:23]=[CH:22][C:21]=1[C:26]([F:27])([F:29])[F:28])[C:30](=[O:31])[O:32][CH2:33][C:34]1[CH:35]=[CH:36][CH:37]=[CH:38][CH:39]=1)=[O:17], predict the reactants needed to synthesize it. (4) Given the product [F:1][CH2:2][CH2:3][N:4]1[CH2:5][CH2:6][N:7]([C:10]2[CH:15]=[CH:14][C:13]([CH:25]=[O:26])=[C:12]([OH:16])[CH:11]=2)[CH2:8][CH2:9]1, predict the reactants needed to synthesize it. The reactants are: [F:1][CH2:2][CH2:3][N:4]1[CH2:9][CH2:8][N:7]([C:10]2[CH:11]=[C:12]([OH:16])[CH:13]=[CH:14][CH:15]=2)[CH2:6][CH2:5]1.O=P(Cl)(Cl)Cl.CN([CH:25]=[O:26])C. (5) Given the product [Br:1][C:2]1[CH:3]=[CH:4][C:5]([CH2:9][CH3:10])=[C:6]([I:20])[CH:8]=1, predict the reactants needed to synthesize it. The reactants are: [Br:1][C:2]1[CH:3]=[CH:4][C:5]([CH2:9][CH3:10])=[C:6]([CH:8]=1)N.S(=O)(=O)(O)O.N([O-])=O.[Na+].[I-:20].[K+].